Predict the reactants needed to synthesize the given product. From a dataset of Full USPTO retrosynthesis dataset with 1.9M reactions from patents (1976-2016). (1) Given the product [Cl:22][C:3]1[C:2]([OH:1])=[C:30]([Cl:31])[CH:10]=[C:9]2[C:4]=1[CH:5]=[C:6]([C:16]([O:18][CH2:19][CH3:20])=[O:17])[CH:7]([C:12]([F:15])([F:14])[F:13])[O:8]2, predict the reactants needed to synthesize it. The reactants are: [OH:1][C:2]1[CH:3]=[C:4]2[C:9](=[CH:10]C=1)[O:8][CH:7]([C:12]([F:15])([F:14])[F:13])[C:6]([C:16]([O:18][CH2:19][CH3:20])=[O:17])=[CH:5]2.I[Cl:22].C(OCC)(=O)C.Cl[CH2:30][Cl:31]. (2) Given the product [CH3:12][C:11]1[CH:10]=[CH:9][C:4]([C:5]([O:7][CH3:8])=[O:6])=[CH:3][C:2]=1[C:26]#[C:20][C:21]1[CH:22]=[CH:23][CH:24]=[CH:25][N:15]=1, predict the reactants needed to synthesize it. The reactants are: I[C:2]1[CH:3]=[C:4]([CH:9]=[CH:10][C:11]=1[CH3:12])[C:5]([O:7][CH3:8])=[O:6].C([N:15](CC)CC)C.[C:20]1([CH3:26])[CH:25]=[CH:24][CH:23]=[CH:22][CH:21]=1. (3) Given the product [F:28][C:22]1[CH:23]=[C:24]([I:27])[CH:25]=[CH:26][C:21]=1[NH:20][C:15]1[CH:16]=[N:17][CH:18]=[CH:19][C:14]=1[C:12]1[O:13][C:9]([NH:8][CH2:7][CH:5]([OH:6])[CH2:4][OH:3])=[N:10][N:11]=1, predict the reactants needed to synthesize it. The reactants are: CC1(C)[O:6][CH:5]([CH2:7][NH:8][C:9]2[O:13][C:12]([C:14]3[CH:19]=[CH:18][N:17]=[CH:16][C:15]=3[NH:20][C:21]3[CH:26]=[CH:25][C:24]([I:27])=[CH:23][C:22]=3[F:28])=[N:11][N:10]=2)[CH2:4][O:3]1.C(O)(C(F)(F)F)=O. (4) Given the product [CH3:1][C:2]1[CH:7]=[CH:6][C:5]([O:8][CH3:9])=[CH:4][C:3]=1[O:10][C:12]1[CH:17]=[CH:16][C:15]([N+:18]([O-:20])=[O:19])=[CH:14][CH:13]=1, predict the reactants needed to synthesize it. The reactants are: [CH3:1][C:2]1[CH:7]=[CH:6][C:5]([O:8][CH3:9])=[CH:4][C:3]=1[OH:10].F[C:12]1[CH:17]=[CH:16][C:15]([N+:18]([O-:20])=[O:19])=[CH:14][CH:13]=1.C(=O)([O-])[O-]. (5) The reactants are: [C:1]([O:5][C:6]([NH:8][C@H:9]1[CH2:13][C@@:12]([CH2:17][CH3:18])([C:14]([OH:16])=[O:15])[CH:11]=[CH:10]1)=[O:7])([CH3:4])([CH3:3])[CH3:2].[CH2:19](O)C. Given the product [C:1]([O:5][C:6]([NH:8][C@H:9]1[CH2:13][C@@:12]([CH2:17][CH3:18])([C:14]([O:16][CH3:19])=[O:15])[CH:11]=[CH:10]1)=[O:7])([CH3:4])([CH3:3])[CH3:2], predict the reactants needed to synthesize it.